This data is from Forward reaction prediction with 1.9M reactions from USPTO patents (1976-2016). The task is: Predict the product of the given reaction. (1) Given the reactants [NH2:1][C:2]1[CH:11]=[C:10]2[C:5]([CH2:6][CH2:7][CH:8]([C:12]([O:14][CH3:15])=[O:13])[CH2:9]2)=[CH:4][CH:3]=1.Cl.C(N(CC)CC)C.[C:24]1([N:30]=[C:31]=[O:32])[CH:29]=[CH:28][CH:27]=[CH:26][CH:25]=1, predict the reaction product. The product is: [C:24]1([NH:30][C:31](=[O:32])[NH:1][C:2]2[CH:11]=[C:10]3[C:5]([CH2:6][CH2:7][CH:8]([C:12]([O:14][CH3:15])=[O:13])[CH2:9]3)=[CH:4][CH:3]=2)[CH:29]=[CH:28][CH:27]=[CH:26][CH:25]=1. (2) Given the reactants [C:1]([O:10]C)(=O)[C:2]1[C:3](=[CH:5][CH:6]=[CH:7][CH:8]=1)[SH:4].[O:12]1[CH:16]=[CH:15][CH:14]=[C:13]1[C:17]#[N:18].C(N(CC)CC)C, predict the reaction product. The product is: [O:12]1[CH:16]=[CH:15][CH:14]=[C:13]1[C:17]1[S:4][C:3]2[CH:5]=[CH:6][CH:7]=[CH:8][C:2]=2[C:1](=[O:10])[N:18]=1. (3) Given the reactants [C:1]([C:9]1[CH:10]=[N:11][C:12]2[C:17]([C:18]=1[C:19]1[CH:20]=[C:21]([NH:25][CH2:26][C:27]3[CH:32]=[CH:31][C:30]([CH2:33][C:34]([O-:36])=[O:35])=[CH:29][CH:28]=3)[CH:22]=[CH:23][CH:24]=1)=[CH:16][CH:15]=[CH:14][C:13]=2[C:37]([F:40])([F:39])[F:38])(=O)[C:2]1[CH:7]=[CH:6][CH:5]=[CH:4][CH:3]=1.C(O)CO.O.NN.[OH-].[K+], predict the reaction product. The product is: [CH2:1]([C:9]1[CH:10]=[N:11][C:12]2[C:17]([C:18]=1[C:19]1[CH:20]=[C:21]([NH:25][CH2:26][C:27]3[CH:28]=[CH:29][C:30]([CH2:33][C:34]([OH:36])=[O:35])=[CH:31][CH:32]=3)[CH:22]=[CH:23][CH:24]=1)=[CH:16][CH:15]=[CH:14][C:13]=2[C:37]([F:39])([F:40])[F:38])[C:2]1[CH:7]=[CH:6][CH:5]=[CH:4][CH:3]=1. (4) Given the reactants [Cl:1][CH2:2][CH2:3][CH2:4][OH:5].[CH3:6][C:7]([CH3:9])=[CH2:8], predict the reaction product. The product is: [Cl:1][CH2:2][CH2:3][CH2:4][O:5][C:7]([CH3:9])([CH3:8])[CH3:6]. (5) The product is: [CH:33]1([CH2:32][S:25][C:15]2[N:14]([C:4]3[CH:5]=[CH:6][C:7]([O:8][CH2:9][C:10]([F:11])([F:12])[F:13])=[C:2]([F:1])[CH:3]=3)[C:19](=[O:20])[C:18]3[CH2:21][C:22](=[O:24])[NH:23][C:17]=3[N:16]=2)[CH2:35][CH2:34]1. Given the reactants [F:1][C:2]1[CH:3]=[C:4]([N:14]2[C:19](=[O:20])[C:18]3[CH2:21][C:22](=[O:24])[NH:23][C:17]=3[NH:16][C:15]2=[S:25])[CH:5]=[CH:6][C:7]=1[O:8][CH2:9][C:10]([F:13])([F:12])[F:11].C(=O)([O-])O.[Na+].Br[CH2:32][CH:33]1[CH2:35][CH2:34]1.C(#N)C, predict the reaction product. (6) Given the reactants Br[C:2]1[CH:10]=[C:9]2[C:5]([CH2:6][N:7]([CH2:12][CH2:13][NH:14][C:15](=[O:21])[O:16][C:17]([CH3:20])([CH3:19])[CH3:18])[C:8]2=[O:11])=[CH:4][CH:3]=1.[CH3:22][C:23]1([CH3:39])[C:27]([CH3:29])([CH3:28])[O:26][B:25]([B:25]2[O:26][C:27]([CH3:29])([CH3:28])[C:23]([CH3:39])([CH3:22])[O:24]2)[O:24]1.C([O-])(=O)C.[K+], predict the reaction product. The product is: [O:11]=[C:8]1[C:9]2[C:5](=[CH:4][CH:3]=[C:2]([B:25]3[O:26][C:27]([CH3:29])([CH3:28])[C:23]([CH3:39])([CH3:22])[O:24]3)[CH:10]=2)[CH2:6][N:7]1[CH2:12][CH2:13][NH:14][C:15](=[O:21])[O:16][C:17]([CH3:20])([CH3:19])[CH3:18].